From a dataset of Full USPTO retrosynthesis dataset with 1.9M reactions from patents (1976-2016). Predict the reactants needed to synthesize the given product. (1) The reactants are: CC(C)([O-])C.[K+].[CH3:7][C:8]1[CH:13]=[CH:12][C:11]([N:14]([C:22]2[CH:29]=[CH:28][C:25]([CH:26]=O)=[CH:24][CH:23]=2)[C:15]2[CH:20]=[CH:19][C:18]([CH3:21])=[CH:17][CH:16]=2)=[CH:10][CH:9]=1.O.[OH:31][C:32]1[CH:46]=[CH:45][CH:44]=[CH:43][C:33]=1[CH2:34]P(=O)(OCC)OCC. Given the product [OH:31][C:32]1[CH:46]=[CH:45][CH:44]=[CH:43][C:33]=1[CH:34]=[CH:26][C:25]1[CH:24]=[CH:23][C:22]([N:14]([C:15]2[CH:20]=[CH:19][C:18]([CH3:21])=[CH:17][CH:16]=2)[C:11]2[CH:12]=[CH:13][C:8]([CH3:7])=[CH:9][CH:10]=2)=[CH:29][CH:28]=1, predict the reactants needed to synthesize it. (2) Given the product [CH2:1]([C:3]1[N:4]=[C:5]2[C:10]([C:11]#[N:12])=[CH:9][CH:8]=[CH:7][N:6]2[C:13]=1[C:15]1[CH:16]=[CH:17][C:18]([O:19][C:20]2[CH:25]=[CH:24][CH:23]=[C:22]([S:26]([CH3:29])(=[O:28])=[O:27])[CH:21]=2)=[CH:30][CH:31]=1)[CH3:2], predict the reactants needed to synthesize it. The reactants are: [CH2:1]([C:3]1[N:4]=[C:5]2[C:10]([C:11]#[N:12])=[CH:9][CH:8]=[CH:7][N:6]2[CH:13]=1)[CH3:2].Br[C:15]1[CH:31]=[CH:30][C:18]([O:19][C:20]2[CH:25]=[CH:24][CH:23]=[C:22]([S:26]([CH3:29])(=[O:28])=[O:27])[CH:21]=2)=[CH:17][CH:16]=1. (3) The reactants are: CS[C:3]([N:5]1[CH2:9][C:8]([CH3:11])([CH3:10])[CH:7]=[N:6]1)=[NH:4].[Cl:12][C:13]1[S:17][C:16]([S:18]([NH2:21])(=[O:20])=[O:19])=[CH:15][CH:14]=1. Given the product [NH2:4][C:3]([N:5]1[CH2:9][C:8]([CH3:11])([CH3:10])[CH:7]=[N:6]1)=[N:21][S:18]([C:16]1[S:17][C:13]([Cl:12])=[CH:14][CH:15]=1)(=[O:20])=[O:19], predict the reactants needed to synthesize it. (4) Given the product [NH2:9][CH2:10][C@H:11]([O:13][C:15]1[N:20]=[CH:19][C:18]([C:21]2[C:22]([CH3:40])=[N:23][CH:24]=[C:25]([NH:27][C:28](=[O:39])[C:29]3[CH:34]=[CH:33][CH:32]=[C:31]([C:35]([F:36])([F:38])[F:37])[CH:30]=3)[CH:26]=2)=[CH:17][C:16]=1[N:41]1[CH2:46][CH2:45][O:44][CH2:43][CH2:42]1)[CH3:12], predict the reactants needed to synthesize it. The reactants are: [H-].[Na+].O1CCOCC1.[NH2:9][CH2:10][C@H:11]([OH:13])[CH3:12].F[C:15]1[N:20]=[CH:19][C:18]([C:21]2[C:22]([CH3:40])=[N:23][CH:24]=[C:25]([NH:27][C:28](=[O:39])[C:29]3[CH:34]=[CH:33][CH:32]=[C:31]([C:35]([F:38])([F:37])[F:36])[CH:30]=3)[CH:26]=2)=[CH:17][C:16]=1[N:41]1[CH2:46][CH2:45][O:44][CH2:43][CH2:42]1. (5) Given the product [NH2:1][C:2]1[N:3]=[C:4]([NH:59][CH:60]2[CH2:65][CH2:64][CH2:63][N:62]([C:66]([O:68][C:69]([CH3:72])([CH3:71])[CH3:70])=[O:67])[CH2:61]2)[C:5]2[N:11]=[C:10]([C:12]3[CH:17]=[CH:16][C:15]([F:18])=[CH:14][CH:13]=3)[CH:9]=[CH:8][C:6]=2[N:7]=1, predict the reactants needed to synthesize it. The reactants are: [NH2:1][C:2]1[NH:3][C:4](=O)[C:5]2[N:11]=[C:10]([C:12]3[CH:17]=[CH:16][C:15]([F:18])=[CH:14][CH:13]=3)[CH:9]=[CH:8][C:6]=2[N:7]=1.N12CCCN=C1CCCCC2.F[P-](F)(F)(F)(F)F.N1(O[P+](N(C)C)(N(C)C)N(C)C)C2C=CC=CC=2N=N1.Cl.[NH2:59][CH:60]1[CH2:65][CH2:64][CH2:63][N:62]([C:66]([O:68][C:69]([CH3:72])([CH3:71])[CH3:70])=[O:67])[CH2:61]1.